From a dataset of Reaction yield outcomes from USPTO patents with 853,638 reactions. Predict the reaction yield, written as a fraction of the theoretical maximum amount of product (1.0 means a 100% yield; for example, 0.34 means a 34% yield). The reactants are CCN(C(C)C)C(C)C.Cl.[CH3:11][NH:12][C@@H:13]([CH2:18][CH:19]=[CH2:20])[C:14]([O:16][CH3:17])=[O:15].[F:21][C:22]([F:30])([F:29])[CH2:23][CH2:24][S:25](Cl)(=[O:27])=[O:26].Cl. The catalyst is C(Cl)Cl. The product is [F:21][C:22]([F:30])([F:29])[CH2:23][CH2:24][S:25]([N:12]([C@@H:13]([CH2:18][CH:19]=[CH2:20])[C:14]([O:16][CH3:17])=[O:15])[CH3:11])(=[O:27])=[O:26]. The yield is 0.740.